This data is from Forward reaction prediction with 1.9M reactions from USPTO patents (1976-2016). The task is: Predict the product of the given reaction. (1) Given the reactants [CH2:1]([N:3]1[C:7]([NH:8][C:9](=O)[C:10]([F:13])([F:12])[F:11])=[CH:6][CH:5]=[N:4]1)[CH3:2].C1(P(C2C=CC=CC=2)C2C=CC=CC=2)C=CC=CC=1.C(Cl)(Cl)(Cl)[Cl:35], predict the reaction product. The product is: [CH2:1]([N:3]1[C:7](/[N:8]=[C:9](\[Cl:35])/[C:10]([F:13])([F:12])[F:11])=[CH:6][CH:5]=[N:4]1)[CH3:2]. (2) Given the reactants [CH3:1][N:2]([CH3:23])[C:3]1[CH:4]=[CH:5][C:6]([C:13]2[S:14][C:15]3[CH:21]([OH:22])[CH2:20][CH2:19][CH2:18][C:16]=3[N:17]=2)=[C:7]([CH:12]=1)[C:8](OC)=[O:9].[H-].[H-].[H-].[H-].[Li+].[Al+3], predict the reaction product. The product is: [CH3:1][N:2]([CH3:23])[C:3]1[CH:4]=[CH:5][C:6]([C:13]2[S:14][C:15]3[CH:21]([OH:22])[CH2:20][CH2:19][CH2:18][C:16]=3[N:17]=2)=[C:7]([CH2:8][OH:9])[CH:12]=1. (3) The product is: [OH:40][CH2:39][CH2:38][N:37]1[CH2:36][C:21]2[C:20](=[CH:25][CH:24]=[C:23]([C:26]3[CH:27]=[CH:28][C:29]([C:32]([F:35])([F:33])[F:34])=[CH:30][CH:31]=3)[CH:22]=2)[NH:19][C:49]1=[O:48]. Given the reactants [F-].C([N+](CCCC)(CCCC)CCCC)CCC.[NH2:19][C:20]1[CH:25]=[CH:24][C:23]([C:26]2[CH:31]=[CH:30][C:29]([C:32]([F:35])([F:34])[F:33])=[CH:28][CH:27]=2)=[CH:22][C:21]=1[CH2:36][NH:37][CH2:38][CH2:39][O:40][Si](C(C)(C)C)(C)C.[O:48]1CCC[CH2:49]1, predict the reaction product. (4) Given the reactants [CH3:1][N:2]([CH3:6])[CH2:3][C:4]#[CH:5].Br[C:8]1[CH:9]=[C:10]2[C:14](=[C:15]([Cl:17])[CH:16]=1)[C:13](=[O:18])[N:12]([CH2:19][C:20]1[CH:25]=[CH:24][C:23]([O:26][C:27]([F:30])([F:29])[F:28])=[CH:22][CH:21]=1)[CH2:11]2.C(Cl)(Cl)Cl.CO, predict the reaction product. The product is: [Cl:17][C:15]1[CH:16]=[C:8]([C:5]#[C:4][CH2:3][N:2]([CH3:6])[CH3:1])[CH:9]=[C:10]2[C:14]=1[C:13](=[O:18])[N:12]([CH2:19][C:20]1[CH:25]=[CH:24][C:23]([O:26][C:27]([F:30])([F:29])[F:28])=[CH:22][CH:21]=1)[CH2:11]2. (5) Given the reactants Cl.[NH:2]1[C:10]2[C:5](=[CH:6][C:7]([NH:11][C:12]3[C:13]4[CH:20]=[C:19]([C:21]5[CH2:22][CH2:23][NH:24][CH2:25][CH:26]=5)[NH:18][C:14]=4[N:15]=[CH:16][N:17]=3)=[CH:8][CH:9]=2)[CH:4]=[N:3]1.CN(C(ON1N=NC2C=CC=NC1=2)=[N+](C)C)C.F[P-](F)(F)(F)(F)F.CCN(C(C)C)C(C)C.[C:60](O)(=[O:62])[CH3:61], predict the reaction product. The product is: [NH:2]1[C:10]2[C:5](=[CH:6][C:7]([NH:11][C:12]3[C:13]4[CH:20]=[C:19]([C:21]5[CH2:22][CH2:23][N:24]([C:60](=[O:62])[CH3:61])[CH2:25][CH:26]=5)[NH:18][C:14]=4[N:15]=[CH:16][N:17]=3)=[CH:8][CH:9]=2)[CH:4]=[N:3]1. (6) The product is: [NH2:15][C:4]1[N:3]=[C:2]([N:17]2[C@H:18]([CH2:26][OH:27])[CH2:19][C:20]3[C:25](=[CH:24][CH:23]=[CH:22][CH:21]=3)[CH2:16]2)[CH:7]=[C:6]([N:8]2[CH2:13][CH2:12][N:11]([CH3:14])[CH2:10][CH2:9]2)[N:5]=1. Given the reactants Cl[C:2]1[CH:7]=[C:6]([N:8]2[CH2:13][CH2:12][N:11]([CH3:14])[CH2:10][CH2:9]2)[N:5]=[C:4]([NH2:15])[N:3]=1.[CH2:16]1[C:25]2[C:20](=[CH:21][CH:22]=[CH:23][CH:24]=2)[CH2:19][C@@H:18]([CH2:26][OH:27])[NH:17]1.C(N(CC)CC)C, predict the reaction product. (7) Given the reactants [N:1]([CH:4]([CH2:21][C:22]1[CH:27]=[CH:26][CH:25]=[CH:24][CH:23]=1)[CH:5]([OH:20])[CH2:6]OS(C1C=CC([N+]([O-])=O)=CC=1)(=O)=O)=[N+:2]=[N-:3].C(OCC)(=O)C.[OH-].[K+].O, predict the reaction product. The product is: [N:1]([C@H:4]([C@H:5]1[CH2:6][O:20]1)[CH2:21][C:22]1[CH:27]=[CH:26][CH:25]=[CH:24][CH:23]=1)=[N+:2]=[N-:3].